Dataset: Full USPTO retrosynthesis dataset with 1.9M reactions from patents (1976-2016). Task: Predict the reactants needed to synthesize the given product. (1) Given the product [CH3:1][C:2]1[CH:3]=[CH:4][C:5]([C:8]2[CH:13]=[CH:12][CH:11]=[CH:10][C:9]=2[C:14]2[NH:18][N:17]=[N:16][N:15]=2)=[CH:6][CH:7]=1, predict the reactants needed to synthesize it. The reactants are: [CH3:1][C:2]1[CH:7]=[CH:6][C:5]([C:8]2[C:9]([C:14]#[N:15])=[CH:10][CH:11]=[CH:12][CH:13]=2)=[CH:4][CH:3]=1.[N-:16]=[N+:17]=[N-:18].[Na+].Cl. (2) Given the product [CH3:1][O:2][C:3]1[CH:11]=[C:10]2[C:6]([C:7]([CH:12]=[O:13])=[N:8][N:9]2[CH3:14])=[CH:5][CH:4]=1, predict the reactants needed to synthesize it. The reactants are: [CH3:1][O:2][C:3]1[CH:11]=[C:10]2[C:6]([C:7]([CH:12]=[O:13])=[N:8][NH:9]2)=[CH:5][CH:4]=1.[C:14](=O)([O-])[O-].[Cs+].[Cs+].IC. (3) Given the product [Cl:33][C:32]1[CH:31]=[CH:30][C:28]([NH:16][C:14]([NH:13][C:10]2[CH:11]=[CH:12][C:7]([OH:6])=[CH:8][CH:9]=2)=[O:15])=[CH:27][C:26]=1[C:25]([F:24])([F:34])[F:35], predict the reactants needed to synthesize it. The reactants are: CN(C)C=O.[OH:6][C:7]1[CH:12]=[CH:11][C:10]([NH:13][C:14]([NH2:16])=[O:15])=[CH:9][CH:8]=1.C(N(CC)CC)C.[F:24][C:25]([F:35])([F:34])[C:26]1[CH:27]=[C:28]([CH:30]=[CH:31][C:32]=1[Cl:33])N. (4) Given the product [OH:14][CH2:4][CH2:3][C:2]([C:11]1[C:10]([CH3:12])=[CH:9][C:8]([CH3:13])=[CH:7][C:6]=1[OH:5])([CH3:15])[CH3:1], predict the reactants needed to synthesize it. The reactants are: [CH3:1][C:2]1([CH3:15])[C:11]2[C:6](=[CH:7][C:8]([CH3:13])=[CH:9][C:10]=2[CH3:12])[O:5][C:4](=[O:14])[CH2:3]1.[H-].[Al+3].[Li+].[H-].[H-].[H-]. (5) Given the product [Cl:7][CH2:8][C:9]1[CH:17]=[CH:16][C:1]([C:2]([Cl:4])=[O:3])=[CH:11][CH:10]=1, predict the reactants needed to synthesize it. The reactants are: [C:1](Cl)(=O)[C:2]([Cl:4])=[O:3].[Cl:7][CH2:8][C:9]1[CH:17]=[CH:16]C(C(O)=O)=[CH:11][CH:10]=1. (6) Given the product [CH3:1][C:2]1[N:6]=[C:5]([NH:7][C:22]([CH:20]2[C:21]3[CH:8]=[CH:9][CH:10]=[CH:11][C:12]=3[O:13][C:14]3[C:19]2=[CH:18][CH:17]=[CH:16][CH:15]=3)=[O:23])[O:4][N:3]=1, predict the reactants needed to synthesize it. The reactants are: [CH3:1][C:2]1[N:6]=[C:5]([NH2:7])[O:4][N:3]=1.[CH:8]1[C:21]2[CH:20]([C:22](Cl)=[O:23])[C:19]3[C:14](=[CH:15][CH:16]=[CH:17][CH:18]=3)[O:13][C:12]=2[CH:11]=[CH:10][CH:9]=1.